Dataset: hERG Central: cardiac toxicity at 1µM, 10µM, and general inhibition. Task: Predict hERG channel inhibition at various concentrations. (1) The compound is COc1ccc(C2CC(c3ccc(Br)cc3)=NN2C(=O)CN2CCCC2)cc1. Results: hERG_inhib (hERG inhibition (general)): blocker. (2) Results: hERG_inhib (hERG inhibition (general)): blocker. The compound is COc1ccc(C2c3c(ncn(CCCN4CCOCC4)c3=N)Oc3ccc4ccccc4c32)cc1OC. (3) The compound is Cc1cc(C)c(C(=O)N2CCCC(N3CCN(c4ccc(F)cc4)CC3)C2)o1. Results: hERG_inhib (hERG inhibition (general)): blocker. (4) The compound is Cl.OCCNCc1cc(Br)ccc1OCc1ccc(Cl)cc1. Results: hERG_inhib (hERG inhibition (general)): blocker. (5) The drug is COc1ccc(/C=C/CN2CCC(n3nccc3NC(=O)C3CC3)CC2)cc1. Results: hERG_inhib (hERG inhibition (general)): blocker. (6) Results: hERG_inhib (hERG inhibition (general)): blocker. The molecule is CCCCn1nc(C(=O)Nc2cc(C(F)(F)F)ccc2N2CCOCC2)ccc1=O.